This data is from Peptide-MHC class I binding affinity with 185,985 pairs from IEDB/IMGT. The task is: Regression. Given a peptide amino acid sequence and an MHC pseudo amino acid sequence, predict their binding affinity value. This is MHC class I binding data. The peptide sequence is ASPMLYQLL. The MHC is Mamu-A01 with pseudo-sequence Mamu-A01. The binding affinity (normalized) is 0.797.